Predict which catalyst facilitates the given reaction. From a dataset of Catalyst prediction with 721,799 reactions and 888 catalyst types from USPTO. (1) Reactant: [OH:1][C:2]1[C:3]2[CH2:24][N:23](C(OC(C)(C)C)=O)[CH2:22][CH2:21][C:4]=2[N:5]=[C:6]([NH:8][C:9]2[CH:14]=[CH:13][C:12]([N:15]3[CH:19]=[CH:18][N:17]=[C:16]3[CH3:20])=[CH:11][CH:10]=2)[N:7]=1.Cl. The catalyst class is: 8. Product: [CH3:20][C:16]1[N:15]([C:12]2[CH:13]=[CH:14][C:9]([NH:8][C:6]3[N:7]=[C:2]([OH:1])[C:3]4[CH2:24][NH:23][CH2:22][CH2:21][C:4]=4[N:5]=3)=[CH:10][CH:11]=2)[CH:19]=[CH:18][N:17]=1. (2) Reactant: [CH2:1]([O:3][C:4]([C:6]1[N:7]([CH3:31])[C:8]([CH2:29][CH3:30])=[C:9]([C:27]#[N:28])[C:10]=1[C:11]1[CH:16]=[CH:15][C:14]([O:17][C:18]2[CH:23]=[CH:22][CH:21]=[CH:20][C:19]=2[N+:24]([O-])=O)=[CH:13][CH:12]=1)=[O:5])[CH3:2].O.O.[Sn](Cl)Cl. Product: [CH2:1]([O:3][C:4]([C:6]1[N:7]([CH3:31])[C:8]([CH2:29][CH3:30])=[C:9]([C:27]#[N:28])[C:10]=1[C:11]1[CH:12]=[CH:13][C:14]([O:17][C:18]2[CH:23]=[CH:22][CH:21]=[CH:20][C:19]=2[NH2:24])=[CH:15][CH:16]=1)=[O:5])[CH3:2]. The catalyst class is: 162. (3) Reactant: [C-:1]#[N:2].[K+].[I:4][C:5]1[C:6]([CH3:21])=[N:7][C:8](S(C)(=O)=O)=[N:9][C:10]=1[NH:11][CH2:12][C:13]([F:16])([F:15])[F:14]. Product: [C:1]([C:8]1[N:7]=[C:6]([CH3:21])[C:5]([I:4])=[C:10]([NH:11][CH2:12][C:13]([F:16])([F:15])[F:14])[N:9]=1)#[N:2]. The catalyst class is: 10. (4) Reactant: [C:1]([O:5][C:6](=[O:19])[N:7]([CH2:15][CH2:16][CH2:17][OH:18])[C@H:8]1[CH2:13][CH2:12][C@H:11]([CH3:14])[CH2:10][CH2:9]1)([CH3:4])([CH3:3])[CH3:2].[C:20]1(O)[CH:25]=[CH:24][CH:23]=[CH:22][CH:21]=1.CCOC(/N=N/C(OCC)=O)=O.C1(P(C2C=CC=CC=2)C2C=CC=CC=2)C=CC=CC=1. Product: [C:1]([O:5][C:6](=[O:19])[N:7]([CH:8]1[CH2:9][CH2:10][CH:11]([CH3:14])[CH2:12][CH2:13]1)[CH2:15][CH2:16][CH2:17][O:18][C:20]1[CH:25]=[CH:24][CH:23]=[CH:22][CH:21]=1)([CH3:2])([CH3:3])[CH3:4]. The catalyst class is: 1. (5) Reactant: Cl[CH2:2][C:3]1[O:4][C:5]([C:8]2[CH:13]=[CH:12][C:11]([CH3:14])=[CH:10][CH:9]=2)=[N:6][N:7]=1.[Cl:15][C:16]1[CH:21]=[CH:20][CH:19]=[CH:18][C:17]=1[N:22]1[C:26]([C:27]2[CH:32]=[CH:31][N:30]=[C:29]([Cl:33])[CH:28]=2)=[N:25][N:24]=[C:23]1[SH:34].C([O-])([O-])=O.[K+].[K+]. Product: [C:11]1([CH3:14])[CH:12]=[CH:13][C:8]([C:5]2[O:4][C:3]([CH2:2][S:34][C:23]3[N:22]([C:17]4[CH:18]=[CH:19][CH:20]=[CH:21][C:16]=4[Cl:15])[C:26]([C:27]4[CH:32]=[CH:31][N:30]=[C:29]([Cl:33])[CH:28]=4)=[N:25][N:24]=3)=[N:7][N:6]=2)=[CH:9][CH:10]=1. The catalyst class is: 10. (6) Reactant: [C:1]([O:5][C:6](=[O:37])[CH2:7][CH2:8][CH2:9][CH2:10][CH2:11][C@H:12]([NH:26]C(OCC1C=CC=CC=1)=O)[C:13](=[O:25])[NH:14][C:15]1[CH:16]=[C:17]2[C:22](=[CH:23][CH:24]=1)[N:21]=[CH:20][CH:19]=[CH:18]2)([CH3:4])([CH3:3])[CH3:2]. Product: [C:1]([O:5][C:6](=[O:37])[CH2:7][CH2:8][CH2:9][CH2:10][CH2:11][C@H:12]([NH2:26])[C:13](=[O:25])[NH:14][C:15]1[CH:16]=[C:17]2[C:22](=[CH:23][CH:24]=1)[N:21]=[CH:20][CH:19]=[CH:18]2)([CH3:4])([CH3:2])[CH3:3]. The catalyst class is: 582. (7) Reactant: [Br:1][C:2]1[S:23][C:5]2[N:6]([CH3:22])[C:7](=[O:21])[N:8]([CH2:11][CH2:12][CH2:13][O:14][CH:15]3[CH2:20][CH2:19][CH2:18][CH2:17][O:16]3)[C:9](=[O:10])[C:4]=2[C:3]=1[CH:24]=[O:25].[Cl:26][C:27]1[CH:32]=[CH:31][C:30]([Mg]Br)=[CH:29][CH:28]=1. Product: [Br:1][C:2]1[S:23][C:5]2[N:6]([CH3:22])[C:7](=[O:21])[N:8]([CH2:11][CH2:12][CH2:13][O:14][CH:15]3[CH2:20][CH2:19][CH2:18][CH2:17][O:16]3)[C:9](=[O:10])[C:4]=2[C:3]=1[CH:24]([C:30]1[CH:31]=[CH:32][C:27]([Cl:26])=[CH:28][CH:29]=1)[OH:25]. The catalyst class is: 20. (8) Reactant: [C:1]1([C:7]2[CH:14]=[CH:13][C:10]([CH:11]=O)=[CH:9][CH:8]=2)[CH:6]=[CH:5][CH:4]=[CH:3][CH:2]=1.[NH2:15][OH:16].Cl.N1C=CC=CC=1. Product: [C:7]1([C:1]2[CH:6]=[CH:5][CH:4]=[CH:3][CH:2]=2)[CH:14]=[CH:13][C:10]([CH:11]=[N:15][OH:16])=[CH:9][CH:8]=1. The catalyst class is: 219. (9) Reactant: C([O:3][C:4](=[O:34])[C@:5](NC(OC(C)(C)C)=O)(CCN1CCCC1)[CH2:6][CH2:7][CH2:8][CH2:9]B1OC(C)(C)C(C)(C)O1)C.[ClH:35]. Product: [ClH:35].[ClH:35].[C:4]([OH:34])(=[O:3])[CH2:5][CH2:6][CH2:7][CH2:8][CH3:9]. The catalyst class is: 6.